From a dataset of Forward reaction prediction with 1.9M reactions from USPTO patents (1976-2016). Predict the product of the given reaction. (1) Given the reactants [CH3:1][S:2]([CH3:5])(=[O:4])=[O:3].C([Li])CCC.[Cl:11][C:12]1[CH:17]=[CH:16][CH:15]=[CH:14][C:13]=1/[CH:18]=[N:19]/[C:20](=[O:26])[O:21][C:22]([CH3:25])([CH3:24])[CH3:23].[Cl-].[NH4+], predict the reaction product. The product is: [Cl:11][C:12]1[CH:17]=[CH:16][CH:15]=[CH:14][C:13]=1[CH:18]([NH:19][C:20](=[O:26])[O:21][C:22]([CH3:24])([CH3:23])[CH3:25])[CH2:1][S:2]([CH3:5])(=[O:4])=[O:3]. (2) Given the reactants [CH3:1][C:2]1[S:6][C:5](/[CH:7]=[CH:8]/[C:9]([O:11]CC)=[O:10])=[CH:4][CH:3]=1.[OH-].[Na+].O, predict the reaction product. The product is: [CH3:1][C:2]1[S:6][C:5](/[CH:7]=[CH:8]/[C:9]([OH:11])=[O:10])=[CH:4][CH:3]=1. (3) Given the reactants Br[C:2]1[N:7]=[C:6]([Cl:8])[C:5]([NH:9][C:10](=[O:13])[CH2:11][CH3:12])=[C:4]([CH3:14])[CH:3]=1.[Li+].[Br-].[CH2:17]([Mg]Br)[CH:18]=[CH2:19].[NH4+].[Cl-], predict the reaction product. The product is: [CH2:19]([C:2]1[N:7]=[C:6]([Cl:8])[C:5]([NH:9][C:10](=[O:13])[CH2:11][CH3:12])=[C:4]([CH3:14])[CH:3]=1)[CH:18]=[CH2:17]. (4) Given the reactants Cl.[NH2:2][CH2:3][C:4]1[CH:5]=[C:6]([NH:10][CH2:11][CH2:12][CH2:13][N:14]([CH3:16])[CH3:15])[CH:7]=[CH:8][CH:9]=1.Br[C:18]1[CH:19]=[C:20]2[C:25](=[CH:26][CH:27]=1)[C:24](=[O:28])[NH:23][N:22]=[C:21]2[Cl:29].C1C=CC(P(C2C(C3C(P(C4C=CC=CC=4)C4C=CC=CC=4)=CC=C4C=3C=CC=C4)=C3C(C=CC=C3)=CC=2)C2C=CC=CC=2)=CC=1.CC([O-])(C)C.[Na+], predict the reaction product. The product is: [Cl:29][C:21]1[C:20]2[C:25](=[CH:26][CH:27]=[C:18]([NH:2][CH2:3][C:4]3[CH:9]=[CH:8][CH:7]=[C:6]([NH:10][CH2:11][CH2:12][CH2:13][N:14]([CH3:15])[CH3:16])[CH:5]=3)[CH:19]=2)[C:24](=[O:28])[NH:23][N:22]=1.